This data is from Peptide-MHC class I binding affinity with 185,985 pairs from IEDB/IMGT. The task is: Regression. Given a peptide amino acid sequence and an MHC pseudo amino acid sequence, predict their binding affinity value. This is MHC class I binding data. (1) The peptide sequence is LFTAVTNFLL. The MHC is Patr-A0301 with pseudo-sequence Patr-A0301. The binding affinity (normalized) is 0.180. (2) The peptide sequence is TVCTVCGMWK. The MHC is HLA-A03:01 with pseudo-sequence HLA-A03:01. The binding affinity (normalized) is 0.706. (3) The peptide sequence is DVAASSLLY. The MHC is HLA-A03:01 with pseudo-sequence HLA-A03:01. The binding affinity (normalized) is 0.448. (4) The peptide sequence is VLLDSITRL. The MHC is HLA-A02:12 with pseudo-sequence HLA-A02:12. The binding affinity (normalized) is 1.00. (5) The peptide sequence is ISFFQDIPIFF. The MHC is H-2-Db with pseudo-sequence H-2-Db. The binding affinity (normalized) is 0.0375. (6) The peptide sequence is FLVCFPSTQR. The MHC is HLA-A31:01 with pseudo-sequence HLA-A31:01. The binding affinity (normalized) is 0.136. (7) The peptide sequence is PCMINDTHFL. The MHC is HLA-A11:01 with pseudo-sequence HLA-A11:01. The binding affinity (normalized) is 0.00607. (8) The peptide sequence is IHNINSTNCI. The MHC is H-2-Db with pseudo-sequence H-2-Db. The binding affinity (normalized) is 0.188. (9) The peptide sequence is LRSEAFEYY. The MHC is HLA-A26:01 with pseudo-sequence HLA-A26:01. The binding affinity (normalized) is 0.224. (10) The peptide sequence is AIILHQQQK. The MHC is HLA-A11:01 with pseudo-sequence HLA-A11:01. The binding affinity (normalized) is 0.663.